Dataset: Catalyst prediction with 721,799 reactions and 888 catalyst types from USPTO. Task: Predict which catalyst facilitates the given reaction. (1) Reactant: [NH2:1][C:2]1[CH:3]=[CH:4][C:5]([C:17]2[CH:18]=[C:19]([OH:23])[CH:20]=[CH:21][CH:22]=2)=[N:6][C:7]=1[NH:8][C:9]1[CH:14]=[CH:13][CH:12]=[CH:11][C:10]=1[O:15][CH3:16].[CH3:24][O:25]C1C=CC=CC=1NC1N=C(C2C=C(O)C=CC=2)C=CC=1[N+]([O-])=O. Product: [OH:23][C:19]1[CH:18]=[C:17]([C:5]2[N:6]=[C:7]3[N:8]([C:9]4[CH:14]=[CH:13][CH:12]=[CH:11][C:10]=4[O:15][CH3:16])[C:24](=[O:25])[NH:1][C:2]3=[CH:3][CH:4]=2)[CH:22]=[CH:21][CH:20]=1. The catalyst class is: 180. (2) Reactant: [F:1][C:2]1[C:3]([OH:8])=[N:4][CH:5]=[CH:6][CH:7]=1.[Br:9]Br. Product: [OH:8][C:3]1[C:2]([F:1])=[CH:7][C:6]([Br:9])=[CH:5][N:4]=1. The catalyst class is: 3. (3) Reactant: [C:1]([C:3]([CH2:10][OH:11])([CH2:8][OH:9])[C:4]([O:6][CH3:7])=[O:5])#[N:2].[C:12](OCC)(OCC)([O:14][CH2:15][CH3:16])[CH3:13].S(=O)(=O)(O)O. Product: [C:1]([C:3]1([C:4]([O:6][CH3:7])=[O:5])[CH2:10][O:11][C:12]([O:14][CH2:15][CH3:16])([CH3:13])[O:9][CH2:8]1)#[N:2]. The catalyst class is: 1. (4) Reactant: [CH3:1][N:2]1[CH2:7][CH2:6][NH:5][CH2:4][CH2:3]1.[NH2:8][C:9]1[N:14]=[CH:13][N:12]=[C:11]([NH:15][C@H:16]([C:18]2[N:19]=[C:20]3[CH:25]=[CH:24][CH:23]=[C:22]([C:26](O)=[O:27])[N:21]3[C:29]=2[C:30]2[CH:35]=[CH:34][CH:33]=[CH:32][CH:31]=2)[CH3:17])[C:10]=1[C:36]#[N:37].C1CN([P+](ON2N=NC3C=CC=CC2=3)(N2CCCC2)N2CCCC2)CC1.F[P-](F)(F)(F)(F)F.CCN(C(C)C)C(C)C. Product: [NH2:8][C:9]1[C:10]([C:36]#[N:37])=[C:11]([NH:15][C@H:16]([C:18]2[N:19]=[C:20]3[CH:25]=[CH:24][CH:23]=[C:22]([C:26]([N:5]4[CH2:6][CH2:7][N:2]([CH3:1])[CH2:3][CH2:4]4)=[O:27])[N:21]3[C:29]=2[C:30]2[CH:35]=[CH:34][CH:33]=[CH:32][CH:31]=2)[CH3:17])[N:12]=[CH:13][N:14]=1. The catalyst class is: 3.